Dataset: NCI-60 drug combinations with 297,098 pairs across 59 cell lines. Task: Regression. Given two drug SMILES strings and cell line genomic features, predict the synergy score measuring deviation from expected non-interaction effect. (1) Drug 1: C1CCC(C1)C(CC#N)N2C=C(C=N2)C3=C4C=CNC4=NC=N3. Drug 2: C1=NC2=C(N=C(N=C2N1C3C(C(C(O3)CO)O)F)Cl)N. Cell line: UACC-257. Synergy scores: CSS=14.7, Synergy_ZIP=-4.89, Synergy_Bliss=-2.44, Synergy_Loewe=-31.3, Synergy_HSA=-4.63. (2) Drug 1: CCCS(=O)(=O)NC1=C(C(=C(C=C1)F)C(=O)C2=CNC3=C2C=C(C=N3)C4=CC=C(C=C4)Cl)F. Drug 2: CN(C)N=NC1=C(NC=N1)C(=O)N. Cell line: BT-549. Synergy scores: CSS=-6.60, Synergy_ZIP=1.21, Synergy_Bliss=-1.82, Synergy_Loewe=-4.79, Synergy_HSA=-4.55. (3) Drug 1: CC(C)(C1=NC(=CC=C1)N2C3=NC(=NC=C3C(=O)N2CC=C)NC4=CC=C(C=C4)N5CCN(CC5)C)O. Drug 2: CC1=C(C(=CC=C1)Cl)NC(=O)C2=CN=C(S2)NC3=CC(=NC(=N3)C)N4CCN(CC4)CCO. Cell line: NCI-H460. Synergy scores: CSS=24.1, Synergy_ZIP=5.94, Synergy_Bliss=9.51, Synergy_Loewe=-3.42, Synergy_HSA=11.7. (4) Drug 1: CCCCC(=O)OCC(=O)C1(CC(C2=C(C1)C(=C3C(=C2O)C(=O)C4=C(C3=O)C=CC=C4OC)O)OC5CC(C(C(O5)C)O)NC(=O)C(F)(F)F)O. Drug 2: C#CCC(CC1=CN=C2C(=N1)C(=NC(=N2)N)N)C3=CC=C(C=C3)C(=O)NC(CCC(=O)O)C(=O)O. Cell line: SK-MEL-2. Synergy scores: CSS=37.5, Synergy_ZIP=2.77, Synergy_Bliss=3.72, Synergy_Loewe=-5.03, Synergy_HSA=-5.30. (5) Drug 1: C1CCN(CC1)CCOC2=CC=C(C=C2)C(=O)C3=C(SC4=C3C=CC(=C4)O)C5=CC=C(C=C5)O. Drug 2: C1CC(=O)NC(=O)C1N2CC3=C(C2=O)C=CC=C3N. Cell line: NCI-H226. Synergy scores: CSS=0.946, Synergy_ZIP=2.57, Synergy_Bliss=1.33, Synergy_Loewe=-0.391, Synergy_HSA=-2.41.